This data is from Forward reaction prediction with 1.9M reactions from USPTO patents (1976-2016). The task is: Predict the product of the given reaction. (1) Given the reactants [CH3:1][N:2]1[CH2:7][CH2:6][N:5]([C:8]2[N:13]3[CH:14]=[C:15]([CH2:17][N:18]4[C@H:31]5[C@H:22]([CH2:23][CH2:24][C:25]6[C:30]5=[N:29][CH:28]=[CH:27][CH:26]=6)[CH2:21][CH2:20][CH2:19]4)[N:16]=[C:12]3[CH:11]=[CH:10][CH:9]=2)[CH2:4][CH2:3]1.[CH2:32]([NH:34][CH2:35][CH3:36])[CH3:33].[C:37](O)(=O)C.C=O, predict the reaction product. The product is: [CH2:32]([N:34]([CH2:37][C:14]1[N:13]2[C:8]([N:5]3[CH2:4][CH2:3][N:2]([CH3:1])[CH2:7][CH2:6]3)=[CH:9][CH:10]=[CH:11][C:12]2=[N:16][C:15]=1[CH2:17][N:18]1[C@H:31]2[C@H:22]([CH2:23][CH2:24][C:25]3[C:30]2=[N:29][CH:28]=[CH:27][CH:26]=3)[CH2:21][CH2:20][CH2:19]1)[CH2:35][CH3:36])[CH3:33]. (2) Given the reactants [NH2:1][C:2]1[CH:11]=[CH:10][C:9](C(F)(F)F)=[CH:8][C:3]=1[C:4]([O:6][CH3:7])=[O:5].NC1C=CC([O:26][C:27]([F:30])([F:29])[F:28])=CC=1C(O)=O, predict the reaction product. The product is: [NH2:1][C:2]1[CH:11]=[CH:10][C:9]([O:26][C:27]([F:30])([F:29])[F:28])=[CH:8][C:3]=1[C:4]([O:6][CH3:7])=[O:5]. (3) Given the reactants Cl.[NH:2]1[CH2:7][CH2:6][CH:5]([CH2:8][CH2:9][CH2:10][CH2:11][OH:12])[CH2:4][CH2:3]1.S(C1C=CC(C)=CC=1)([O-])(=O)=O.[NH+]1C=CC=CC=1.Cl.C(=O)([O-])[O-].[K+].[K+].[C:37]1([CH:43](Br)[C:44]2[CH:49]=[CH:48][CH:47]=[CH:46][CH:45]=2)[CH:42]=[CH:41][CH:40]=[CH:39][CH:38]=1, predict the reaction product. The product is: [C:37]1([CH:43]([C:44]2[CH:45]=[CH:46][CH:47]=[CH:48][CH:49]=2)[N:2]2[CH2:7][CH2:6][CH:5]([CH2:8][CH2:9][CH2:10][CH2:11][OH:12])[CH2:4][CH2:3]2)[CH:42]=[CH:41][CH:40]=[CH:39][CH:38]=1. (4) Given the reactants [CH2:1]([N:8]([CH2:21][C:22]1[CH:27]=[CH:26][C:25]([O:28][C:29]2[CH:34]=[CH:33][CH:32]=[C:31]([O:35][CH2:36][CH2:37][CH2:38]Br)[CH:30]=2)=[CH:24][CH:23]=1)[C:9]1[C:10]([CH3:20])=[C:11]([NH:15][S:16]([CH3:19])(=[O:18])=[O:17])[CH:12]=[CH:13][CH:14]=1)[C:2]1[CH:7]=[CH:6][CH:5]=[CH:4][CH:3]=1.[CH3:40][NH:41][CH3:42], predict the reaction product. The product is: [CH2:1]([N:8]([CH2:21][C:22]1[CH:27]=[CH:26][C:25]([O:28][C:29]2[CH:34]=[CH:33][CH:32]=[C:31]([O:35][CH2:36][CH2:37][CH2:38][N:41]([CH3:42])[CH3:40])[CH:30]=2)=[CH:24][CH:23]=1)[C:9]1[C:10]([CH3:20])=[C:11]([NH:15][S:16]([CH3:19])(=[O:18])=[O:17])[CH:12]=[CH:13][CH:14]=1)[C:2]1[CH:7]=[CH:6][CH:5]=[CH:4][CH:3]=1.